This data is from Full USPTO retrosynthesis dataset with 1.9M reactions from patents (1976-2016). The task is: Predict the reactants needed to synthesize the given product. (1) Given the product [CH3:29][O:30][C:31](=[O:58])[CH2:32][C:33]1[CH:34]=[N:35][CH:36]=[C:37]([C:39]2[CH:40]=[CH:41][C:42]([C:45]([CH2:56][CH3:57])([C:48]3[CH:53]=[CH:52][C:51]([O:54][S:8]([C:11]([F:14])([F:13])[F:12])(=[O:10])=[O:9])=[C:50]([CH3:55])[CH:49]=3)[CH2:46][CH3:47])=[CH:43][CH:44]=2)[CH:38]=1, predict the reactants needed to synthesize it. The reactants are: C1C=CC(N([S:8]([C:11]([F:14])([F:13])[F:12])(=[O:10])=[O:9])[S:8]([C:11]([F:14])([F:13])[F:12])(=[O:10])=[O:9])=CC=1.C(N(CC)CC)C.[CH3:29][O:30][C:31](=[O:58])[CH2:32][C:33]1[CH:34]=[N:35][CH:36]=[C:37]([C:39]2[CH:44]=[CH:43][C:42]([C:45]([CH2:56][CH3:57])([C:48]3[CH:53]=[CH:52][C:51]([OH:54])=[C:50]([CH3:55])[CH:49]=3)[CH2:46][CH3:47])=[CH:41][CH:40]=2)[CH:38]=1. (2) Given the product [CH3:1][O:2][C:3]1[CH:4]=[C:5]([CH:26]=[C:27]([OH:31])[C:28]=1[O:29][CH3:30])[C:6]([N:8]1[CH2:12][CH2:11][C:10]([CH2:13][CH2:14][N:54]2[CH2:55][CH2:56][CH2:57][N:51]([C:43]3[N:42]([CH2:41][CH2:40][O:39][CH2:37][CH3:38])[C:46]4[CH:47]=[CH:48][CH:49]=[CH:50][C:45]=4[N:44]=3)[CH2:52][CH2:53]2)([C:20]2[CH:25]=[CH:24][CH:23]=[CH:22][CH:21]=2)[CH2:9]1)=[O:7], predict the reactants needed to synthesize it. The reactants are: [CH3:1][O:2][C:3]1[CH:4]=[C:5]([CH:26]=[C:27]([O:31]S(C)(=O)=O)[C:28]=1[O:29][CH3:30])[C:6]([N:8]1[CH2:12][CH2:11][C:10]([C:20]2[CH:25]=[CH:24][CH:23]=[CH:22][CH:21]=2)([CH2:13][CH2:14]OS(C)(=O)=O)[CH2:9]1)=[O:7].I.[CH2:37]([O:39][CH2:40][CH2:41][N:42]1[C:46]2[CH:47]=[CH:48][CH:49]=[CH:50][C:45]=2[N:44]=[C:43]1[N:51]1[CH2:57][CH2:56][CH2:55][NH:54][CH2:53][CH2:52]1)[CH3:38].C(N(CC)C(C)C)(C)C.ClCCl.CO.